This data is from Full USPTO retrosynthesis dataset with 1.9M reactions from patents (1976-2016). The task is: Predict the reactants needed to synthesize the given product. (1) The reactants are: [C:1]([O:5][C:6]([N:8]([CH:10]1[CH2:12][CH2:11]1)[NH2:9])=[O:7])([CH3:4])([CH3:3])[CH3:2].[C:13]1(B(O)O)[CH:18]=[CH:17][CH:16]=[CH:15][CH:14]=1.C(N(CC)CC)C. Given the product [C:1]([O:5][C:6]([N:8]([CH:10]1[CH2:11][CH2:12]1)[NH:9][C:13]1[CH:18]=[CH:17][CH:16]=[CH:15][CH:14]=1)=[O:7])([CH3:4])([CH3:2])[CH3:3], predict the reactants needed to synthesize it. (2) The reactants are: [CH2:1]([N:8]1[C:16]2[C:11](=[CH:12][C:13]([OH:17])=[CH:14][CH:15]=2)[C:10]([C:18]([O:20][CH3:21])=[O:19])=[C:9]1[CH:22]([CH3:24])[CH3:23])[C:2]1[CH:7]=[CH:6][CH:5]=[CH:4][CH:3]=1.CI.[C:27]([O-])([O-])=O.[K+].[K+]. Given the product [CH2:1]([N:8]1[C:16]2[C:11](=[CH:12][C:13]([O:17][CH3:27])=[CH:14][CH:15]=2)[C:10]([C:18]([O:20][CH3:21])=[O:19])=[C:9]1[CH:22]([CH3:24])[CH3:23])[C:2]1[CH:3]=[CH:4][CH:5]=[CH:6][CH:7]=1, predict the reactants needed to synthesize it. (3) The reactants are: [C:1]([C:4]1[CH:5]=[C:6]2[C:10](=[CH:11][CH:12]=1)[NH:9][C:8]([C:13]([O:15]CC)=[O:14])=[CH:7]2)#[C:2][CH3:3].[Li+].[OH-]. Given the product [C:1]([C:4]1[CH:5]=[C:6]2[C:10](=[CH:11][CH:12]=1)[NH:9][C:8]([C:13]([OH:15])=[O:14])=[CH:7]2)#[C:2][CH3:3], predict the reactants needed to synthesize it. (4) The reactants are: Br[C:2]1[S:10][C:9]2[C:4](=[N:5][CH:6]=[CH:7][C:8]=2[O:11][C:12]2[CH:17]=[CH:16][C:15]([N+:18]([O-:20])=[O:19])=[CH:14][C:13]=2[F:21])[CH:3]=1.[OH:22][C:23]1[CH:28]=[CH:27][C:26](B(O)O)=[CH:25][CH:24]=1.[F-].[Cs+].C(=O)(O)[O-].[Na+]. Given the product [F:21][C:13]1[CH:14]=[C:15]([N+:18]([O-:20])=[O:19])[CH:16]=[CH:17][C:12]=1[O:11][C:8]1[CH:7]=[CH:6][N:5]=[C:4]2[CH:3]=[C:2]([C:26]3[CH:27]=[CH:28][C:23]([OH:22])=[CH:24][CH:25]=3)[S:10][C:9]=12, predict the reactants needed to synthesize it. (5) Given the product [CH3:22][O:21][C:16]1[CH:17]=[CH:18][CH:19]=[CH:20][C:15]=1[C:12]1[N:11]=[C:10]([CH2:9][CH2:8][CH2:7][CH2:6][C:5]([OH:23])=[O:4])[O:14][N:13]=1, predict the reactants needed to synthesize it. The reactants are: [OH-].[Na+].C[O:4][C:5](=[O:23])[CH2:6][CH2:7][CH2:8][CH2:9][C:10]1[O:14][N:13]=[C:12]([C:15]2[CH:20]=[CH:19][CH:18]=[CH:17][C:16]=2[O:21][CH3:22])[N:11]=1. (6) Given the product [CH3:40][S:41]([OH:44])(=[O:43])=[O:42].[CH3:40][S:41]([OH:44])(=[O:43])=[O:42].[CH3:39][O:38][C:31]1[C:32]([O:36][CH3:37])=[CH:33][CH:34]=[CH:35][C:30]=1[C:27]1[CH:28]=[CH:29][C:24]([N:20]2[CH2:21][CH2:22][CH2:23][N:17]([C:14]3[CH:13]=[CH:12][C:11]([C:4]4[CH:5]=[CH:6][CH:7]=[C:8]([O:9][CH3:10])[C:3]=4[O:2][CH3:1])=[CH:16][N:15]=3)[CH2:18][CH2:19]2)=[N:25][CH:26]=1, predict the reactants needed to synthesize it. The reactants are: [CH3:1][O:2][C:3]1[C:8]([O:9][CH3:10])=[CH:7][CH:6]=[CH:5][C:4]=1[C:11]1[CH:12]=[CH:13][C:14]([N:17]2[CH2:23][CH2:22][CH2:21][N:20]([C:24]3[CH:29]=[CH:28][C:27]([C:30]4[CH:35]=[CH:34][CH:33]=[C:32]([O:36][CH3:37])[C:31]=4[O:38][CH3:39])=[CH:26][N:25]=3)[CH2:19][CH2:18]2)=[N:15][CH:16]=1.[CH3:40][S:41]([OH:44])(=[O:43])=[O:42].CO. (7) Given the product [CH3:16][O:9][CH2:8][CH2:7][N:1]1[CH2:6][CH2:5][NH:4][CH2:3][CH2:2]1, predict the reactants needed to synthesize it. The reactants are: [N:1]1([CH2:7][C:8](N2CCCC2)=[O:9])[CH2:6][CH2:5][NH:4][CH2:3][CH2:2]1.N1(CCO)CCNC[CH2:16]1.N1C=CC=CC=1N1CCNCC1.